Dataset: Forward reaction prediction with 1.9M reactions from USPTO patents (1976-2016). Task: Predict the product of the given reaction. (1) Given the reactants [Cl:1][C:2]1[C:3]([N+:24]([O-])=O)=[C:4]2[C:9](=[C:10]([O:13][CH3:14])[C:11]=1[F:12])[N:8]([CH:15]1[CH2:17][CH2:16]1)[CH:7]=[C:6]([C:18]([O:20][CH2:21][CH3:22])=[O:19])[C:5]2=[O:23], predict the reaction product. The product is: [NH2:24][C:3]1[C:2]([Cl:1])=[C:11]([F:12])[C:10]([O:13][CH3:14])=[C:9]2[C:4]=1[C:5](=[O:23])[C:6]([C:18]([O:20][CH2:21][CH3:22])=[O:19])=[CH:7][N:8]2[CH:15]1[CH2:16][CH2:17]1. (2) Given the reactants [F:1][C:2]([F:13])([F:12])[C:3]1[CH:4]=[C:5]([CH2:9][C:10]#N)[CH:6]=[CH:7][CH:8]=1.[OH-:14].[Na+].Cl.[OH2:17], predict the reaction product. The product is: [F:1][C:2]([F:13])([F:12])[C:3]1[CH:4]=[C:5]([CH2:9][C:10]([OH:17])=[O:14])[CH:6]=[CH:7][CH:8]=1. (3) Given the reactants [F:1][C:2]1[CH:7]=[CH:6][CH:5]=[C:4]([F:8])[C:3]=1[N:9]1[C:14]2[N:15]=[C:16]([S:29][CH3:30])[N:17]=[C:18]([C:19]3[CH:20]=[C:21]([CH:25]=[CH:26][C:27]=3[CH3:28])[C:22]([OH:24])=O)[C:13]=2[CH2:12][NH:11][C:10]1=[O:31].[F:32][C:33]1[CH:39]=[CH:38][C:36]([NH2:37])=[CH:35][CH:34]=1.CN(C(ON1N=NC2C=CC=NC1=2)=[N+](C)C)C.F[P-](F)(F)(F)(F)F.C(N(C(C)C)CC)(C)C, predict the reaction product. The product is: [F:1][C:2]1[CH:7]=[CH:6][CH:5]=[C:4]([F:8])[C:3]=1[N:9]1[C:14]2[N:15]=[C:16]([S:29][CH3:30])[N:17]=[C:18]([C:19]3[CH:20]=[C:21]([CH:25]=[CH:26][C:27]=3[CH3:28])[C:22]([NH:37][C:36]3[CH:38]=[CH:39][C:33]([F:32])=[CH:34][CH:35]=3)=[O:24])[C:13]=2[CH2:12][NH:11][C:10]1=[O:31]. (4) Given the reactants Cl[C:2]1[N:7]=[CH:6][C:5]([C:8]([O:10][CH3:11])=[O:9])=[CH:4][N:3]=1.[F:12][C:13]1[CH:18]=[CH:17][C:16]([C:19]([CH3:23])([CH3:22])[CH2:20][NH2:21])=[CH:15][CH:14]=1.CCN(C(C)C)C(C)C, predict the reaction product. The product is: [F:12][C:13]1[CH:14]=[CH:15][C:16]([C:19]([CH3:23])([CH3:22])[CH2:20][NH:21][C:2]2[N:7]=[CH:6][C:5]([C:8]([O:10][CH3:11])=[O:9])=[CH:4][N:3]=2)=[CH:17][CH:18]=1. (5) Given the reactants C(NC(C)C)(C)C.C([Mg]Cl)CCC.[C:14]([O:18][C:19]([NH:21][C@@H:22]([CH2:27][C:28]1[CH:33]=[CH:32][CH:31]=[CH:30][CH:29]=1)[C:23]([O:25]C)=O)=[O:20])([CH3:17])([CH3:16])[CH3:15].[Cl:34][CH2:35][Cl:36].Cl, predict the reaction product. The product is: [CH2:27]([C@H:22]([NH:21][C:19](=[O:20])[O:18][C:14]([CH3:15])([CH3:16])[CH3:17])[C:23](=[O:25])[CH:35]([Cl:36])[Cl:34])[C:28]1[CH:33]=[CH:32][CH:31]=[CH:30][CH:29]=1. (6) Given the reactants Cl[C:2]1[N:7]=[C:6]([Cl:8])[N:5]=[C:4]([O:9][CH2:10][C:11]2([C:14]#[N:15])[CH2:13][CH2:12]2)[N:3]=1.Cl.[CH3:17][N:18]1[CH:22]=[C:21]([C:23]2[CH:24]=[C:25]([O:30][CH2:31][CH:32]3[CH2:37][CH2:36][NH:35][CH2:34][CH2:33]3)[C:26]([NH2:29])=[N:27][CH:28]=2)[N:20]=[CH:19]1.CCN(C(C)C)C(C)C.C(Cl)Cl, predict the reaction product. The product is: [NH2:29][C:26]1[C:25]([O:30][CH2:31][CH:32]2[CH2:37][CH2:36][N:35]([C:2]3[N:7]=[C:6]([Cl:8])[N:5]=[C:4]([O:9][CH2:10][C:11]4([C:14]#[N:15])[CH2:13][CH2:12]4)[N:3]=3)[CH2:34][CH2:33]2)=[CH:24][C:23]([C:21]2[N:20]=[CH:19][N:18]([CH3:17])[CH:22]=2)=[CH:28][N:27]=1. (7) Given the reactants [Cl:1][C:2]1[N:3]=[C:4](Cl)[C:5]2[C:10]([I:11])=[CH:9][N:8]([S:12]([C:15]3[CH:21]=[CH:20][C:18]([CH3:19])=[CH:17][CH:16]=3)(=[O:14])=[O:13])[C:6]=2[N:7]=1.Cl.[C:24]([N:31]1[CH2:36][CH2:35][CH:34]([CH2:37][NH2:38])[CH2:33][CH2:32]1)([O:26][C:27]([CH3:30])([CH3:29])[CH3:28])=[O:25].O.CCOC(C)=O, predict the reaction product. The product is: [Cl:1][C:2]1[N:3]=[C:4]([NH:38][CH2:37][CH:34]2[CH2:35][CH2:36][N:31]([C:24]([O:26][C:27]([CH3:30])([CH3:29])[CH3:28])=[O:25])[CH2:32][CH2:33]2)[C:5]2[C:10]([I:11])=[CH:9][N:8]([S:12]([C:15]3[CH:21]=[CH:20][C:18]([CH3:19])=[CH:17][CH:16]=3)(=[O:14])=[O:13])[C:6]=2[N:7]=1.